This data is from NCI-60 drug combinations with 297,098 pairs across 59 cell lines. The task is: Regression. Given two drug SMILES strings and cell line genomic features, predict the synergy score measuring deviation from expected non-interaction effect. (1) Drug 1: CCCCCOC(=O)NC1=NC(=O)N(C=C1F)C2C(C(C(O2)C)O)O. Drug 2: C1=CC=C(C(=C1)C(C2=CC=C(C=C2)Cl)C(Cl)Cl)Cl. Cell line: SW-620. Synergy scores: CSS=-12.8, Synergy_ZIP=7.25, Synergy_Bliss=4.94, Synergy_Loewe=-10.9, Synergy_HSA=-9.70. (2) Drug 1: C1=NC2=C(N=C(N=C2N1C3C(C(C(O3)CO)O)O)F)N. Drug 2: CCC1(C2=C(COC1=O)C(=O)N3CC4=CC5=C(C=CC(=C5CN(C)C)O)N=C4C3=C2)O.Cl. Cell line: COLO 205. Synergy scores: CSS=49.0, Synergy_ZIP=-4.27, Synergy_Bliss=-5.47, Synergy_Loewe=-9.85, Synergy_HSA=-1.57. (3) Drug 1: CC(CN1CC(=O)NC(=O)C1)N2CC(=O)NC(=O)C2. Drug 2: CC1=C(C(=O)C2=C(C1=O)N3CC4C(C3(C2COC(=O)N)OC)N4)N. Cell line: HT29. Synergy scores: CSS=56.6, Synergy_ZIP=2.12, Synergy_Bliss=1.44, Synergy_Loewe=4.85, Synergy_HSA=7.33. (4) Drug 1: CC12CCC3C(C1CCC2=O)CC(=C)C4=CC(=O)C=CC34C. Drug 2: CCCS(=O)(=O)NC1=C(C(=C(C=C1)F)C(=O)C2=CNC3=C2C=C(C=N3)C4=CC=C(C=C4)Cl)F. Cell line: SK-MEL-5. Synergy scores: CSS=43.0, Synergy_ZIP=2.65, Synergy_Bliss=2.88, Synergy_Loewe=-3.81, Synergy_HSA=5.05. (5) Drug 1: CC12CCC(CC1=CCC3C2CCC4(C3CC=C4C5=CN=CC=C5)C)O. Drug 2: CCN(CC)CCNC(=O)C1=C(NC(=C1C)C=C2C3=C(C=CC(=C3)F)NC2=O)C. Cell line: BT-549. Synergy scores: CSS=1.24, Synergy_ZIP=3.83, Synergy_Bliss=5.64, Synergy_Loewe=0.988, Synergy_HSA=1.67. (6) Drug 1: CN1C(=O)N2C=NC(=C2N=N1)C(=O)N. Drug 2: C(=O)(N)NO. Cell line: M14. Synergy scores: CSS=-0.492, Synergy_ZIP=0.636, Synergy_Bliss=-0.513, Synergy_Loewe=-1.43, Synergy_HSA=-2.14. (7) Drug 1: CC1OCC2C(O1)C(C(C(O2)OC3C4COC(=O)C4C(C5=CC6=C(C=C35)OCO6)C7=CC(=C(C(=C7)OC)O)OC)O)O. Drug 2: C1CC(=O)NC(=O)C1N2C(=O)C3=CC=CC=C3C2=O. Cell line: SF-295. Synergy scores: CSS=52.2, Synergy_ZIP=4.00, Synergy_Bliss=7.81, Synergy_Loewe=-20.7, Synergy_HSA=8.00. (8) Drug 1: CNC(=O)C1=CC=CC=C1SC2=CC3=C(C=C2)C(=NN3)C=CC4=CC=CC=N4. Drug 2: CC(C1=C(C=CC(=C1Cl)F)Cl)OC2=C(N=CC(=C2)C3=CN(N=C3)C4CCNCC4)N. Cell line: IGROV1. Synergy scores: CSS=7.20, Synergy_ZIP=-0.434, Synergy_Bliss=3.29, Synergy_Loewe=2.10, Synergy_HSA=2.17.